This data is from Forward reaction prediction with 1.9M reactions from USPTO patents (1976-2016). The task is: Predict the product of the given reaction. (1) The product is: [CH:10]1([CH2:9][NH:8][C:6](=[O:7])[C:5]2[CH:13]=[CH:14][C:2]([C:17]3[CH:18]=[C:19]([NH:22][C:23]([C:25]4[CH:29]=[CH:28][O:27][CH:26]=4)=[O:24])[CH:20]=[CH:21][C:16]=3[CH3:15])=[N:3][CH:4]=2)[CH2:12][CH2:11]1. Given the reactants Cl[C:2]1[CH:14]=[CH:13][C:5]([C:6]([NH:8][CH2:9][CH:10]2[CH2:12][CH2:11]2)=[O:7])=[CH:4][N:3]=1.[CH3:15][C:16]1[CH:21]=[CH:20][C:19]([NH:22][C:23]([C:25]2[CH:29]=[CH:28][O:27][CH:26]=2)=[O:24])=[CH:18][C:17]=1B1OC(C)(C)C(C)(C)O1, predict the reaction product. (2) Given the reactants [NH2:1][C@H:2]([C:5]1[N:6]([C:17]2[CH:22]=[CH:21][CH:20]=[CH:19][CH:18]=2)[C:7](=[O:16])[C:8]2[C:13]([CH:14]=1)=[CH:12][CH:11]=[CH:10][C:9]=2[Cl:15])[CH2:3]C.Cl[C:24]1[N:29]=[CH:28][N:27]=[C:26]([NH2:30])[C:25]=1[C:31]1[O:35][N:34]=[C:33]([CH3:36])[N:32]=1.CCN(C(C)C)C(C)C, predict the reaction product. The product is: [NH2:30][C:26]1[N:27]=[CH:28][N:29]=[C:24]([NH:1][C@H:2]([C:5]2[N:6]([C:17]3[CH:18]=[CH:19][CH:20]=[CH:21][CH:22]=3)[C:7](=[O:16])[C:8]3[C:13]([CH:14]=2)=[CH:12][CH:11]=[CH:10][C:9]=3[Cl:15])[CH3:3])[C:25]=1[C:31]1[O:35][N:34]=[C:33]([CH3:36])[N:32]=1. (3) Given the reactants [OH:1][C:2]1[CH:16]=[CH:15][CH:14]=[CH:13][C:3]=1[C:4]([C:6]1[CH:11]=[CH:10][CH:9]=[CH:8][C:7]=1[OH:12])=[O:5].CS(C)=O.[OH-].[K+].Br[CH2:24][CH2:25][CH2:26][CH2:27][CH2:28][C:29]([O:31]CC)=[O:30], predict the reaction product. The product is: [OH:1][C:2]1[CH:16]=[CH:15][CH:14]=[CH:13][C:3]=1[C:4]([C:6]1[CH:11]=[CH:10][CH:9]=[CH:8][C:7]=1[O:12][CH2:24][CH2:25][CH2:26][CH2:27][CH2:28][C:29]([OH:31])=[O:30])=[O:5]. (4) Given the reactants [C:1]1([N:7]2[CH:11]=[C:10]([C:12]([OH:14])=O)[C:9]([C:15]([F:18])([F:17])[F:16])=[N:8]2)[CH:6]=[CH:5][CH:4]=[CH:3][CH:2]=1.CCN=C=NCCCN(C)C.Cl.C1C=CC2N(O)N=NC=2C=1.O.FC(F)(F)C(O)=O.[CH2:49]([O:51][C:52]1[CH:66]=[CH:65][C:55]([C:56]([NH:58][CH:59]2[CH2:64][CH2:63][CH2:62][NH:61][CH2:60]2)=[O:57])=[CH:54][CH:53]=1)[CH3:50].C(N(CC)CC)C, predict the reaction product. The product is: [CH2:49]([O:51][C:52]1[CH:66]=[CH:65][C:55]([C:56]([NH:58][CH:59]2[CH2:64][CH2:63][CH2:62][N:61]([C:12]([C:10]3[C:9]([C:15]([F:18])([F:17])[F:16])=[N:8][N:7]([C:1]4[CH:2]=[CH:3][CH:4]=[CH:5][CH:6]=4)[CH:11]=3)=[O:14])[CH2:60]2)=[O:57])=[CH:54][CH:53]=1)[CH3:50]. (5) The product is: [C:27]([C:25]1[CH:24]=[CH:23][C:7]2[N:8]([CH2:11][C:12]3[C:21]4[C:16](=[CH:17][CH:18]=[CH:19][CH:20]=4)[CH:15]=[CH:14][C:13]=3[CH3:22])[C:9](=[O:10])[C@@H:3]([NH:2][C:46](=[O:47])[C@@H:45]([N:44]([CH2:50][CH3:51])[C:42](=[O:43])[O:41][C:37]([CH3:38])([CH3:40])[CH3:39])[CH3:49])[C@H:4]([CH3:36])[N:5]([C:29](=[O:35])[CH2:30][S:31]([CH3:34])(=[O:33])=[O:32])[C:6]=2[CH:26]=1)#[N:28]. Given the reactants Cl.[NH2:2][C@@H:3]1[C:9](=[O:10])[N:8]([CH2:11][C:12]2[C:21]3[C:16](=[CH:17][CH:18]=[CH:19][CH:20]=3)[CH:15]=[CH:14][C:13]=2[CH3:22])[C:7]2[CH:23]=[CH:24][C:25]([C:27]#[N:28])=[CH:26][C:6]=2[N:5]([C:29](=[O:35])[CH2:30][S:31]([CH3:34])(=[O:33])=[O:32])[C@H:4]1[CH3:36].[C:37]([O:41][C:42]([N:44]([CH2:50][CH3:51])[C@@H:45]([CH3:49])[C:46](O)=[O:47])=[O:43])([CH3:40])([CH3:39])[CH3:38].C(N(CC)C(C)C)(C)C.CN(C(ON1N=NC2C=CC=CC1=2)=[N+](C)C)C.F[P-](F)(F)(F)(F)F, predict the reaction product. (6) The product is: [S:12]1[C:8]([C:5]2[CH:4]=[CH:3][C:2]([C:17]3[CH:22]=[CH:21][CH:20]=[CH:19][CH:18]=3)=[CH:7][N:6]=2)=[CH:9][C:10]2[CH:16]=[CH:15][CH:14]=[CH:13][C:11]1=2. Given the reactants Cl[C:2]1[CH:3]=[CH:4][C:5]([C:8]2[S:12][C:11]3[CH:13]=[CH:14][CH:15]=[CH:16][C:10]=3[CH:9]=2)=[N:6][CH:7]=1.[C:17]1(B(O)O)[CH:22]=[CH:21][CH:20]=[CH:19][CH:18]=1.O.P([O-])([O-])([O-])=O.[K+].[K+].[K+], predict the reaction product. (7) Given the reactants C([O:3][C:4]([C:6]1[NH:7][C:8]2[C:13]([CH:14]=1)=[CH:12][CH:11]=[CH:10][CH:9]=2)=[O:5])C.Cl[CH2:16][C:17]1[C:18]2[CH:25]=[CH:24][CH:23]=[CH:22][C:19]=2[S:20][CH:21]=1, predict the reaction product. The product is: [S:20]1[CH:21]=[C:17]([CH2:16][N:7]2[C:8]3[C:13](=[CH:12][CH:11]=[CH:10][CH:9]=3)[CH:14]=[C:6]2[C:4]([OH:3])=[O:5])[C:18]2[CH:25]=[CH:24][CH:23]=[CH:22][C:19]1=2.